This data is from Full USPTO retrosynthesis dataset with 1.9M reactions from patents (1976-2016). The task is: Predict the reactants needed to synthesize the given product. (1) Given the product [C:15]([O:18][CH2:19][C:20]1[CH:25]=[CH:24][N:23]=[C:22]2[N:26]([C:32]3[CH:33]=[CH:34][C:35]([O:38][C:3]4[N:2]([CH3:1])[C:6]5=[N:7][CH:8]=[CH:9][CH:10]=[C:5]5[N:4]=4)=[CH:36][CH:37]=3)[C:27](=[O:31])[N:28]([CH2:29][CH3:30])[C:21]=12)(=[O:17])[CH3:16], predict the reactants needed to synthesize it. The reactants are: [CH3:1][N:2]1[C:6]2=[N:7][CH:8]=[CH:9][CH:10]=[C:5]2[N:4]=[C:3]1S(C)(=O)=O.[C:15]([O:18][CH2:19][C:20]1[CH:25]=[CH:24][N:23]=[C:22]2[N:26]([C:32]3[CH:37]=[CH:36][C:35]([OH:38])=[CH:34][CH:33]=3)[C:27](=[O:31])[N:28]([CH2:29][CH3:30])[C:21]=12)(=[O:17])[CH3:16].CC(C)([O-])C.[K+].[Cl-].[Cl-].[Ca+2]. (2) Given the product [C:1]1([CH3:40])[CH:6]=[CH:5][CH:4]=[CH:3][C:2]=1[NH:7][C:8]1[O:9][C:10]2[CH:16]=[C:15]([CH2:17][C:18]([OH:19])=[O:68])[CH:14]=[CH:13][C:11]=2[N:12]=1, predict the reactants needed to synthesize it. The reactants are: [C:1]1([CH3:40])[CH:6]=[CH:5][CH:4]=[CH:3][C:2]=1[NH:7][C:8]1[O:9][C:10]2[CH:16]=[C:15]([CH2:17][C:18](NC3C=CC(C4(CC(O)=O)CC5C(=CC=CC=5)C4)=CC=3)=[O:19])[CH:14]=[CH:13][C:11]=2[N:12]=1.C1(C)C(N=C=S)=CC=CC=1.C1(N=C=NC2CCCCC2)CCCCC1.C([OH:68])C. (3) Given the product [OH:21][C:20]1[C:10]([CH:11]([CH2:12][CH2:13][CH3:14])[C:15]([OH:17])=[O:16])=[C:25]([OH:26])[N:8]=[C:7]([N:1]2[CH2:6][CH2:5][CH2:4][CH2:3][CH2:2]2)[N:9]=1, predict the reactants needed to synthesize it. The reactants are: [N:1]1([C:7](=[NH:9])[NH2:8])[CH2:6][CH2:5][CH2:4][CH2:3][CH2:2]1.[CH:10]([C:25](OCC)=[O:26])([C:20](OCC)=[O:21])[CH:11]([C:15]([O:17]CC)=[O:16])[CH2:12][CH2:13][CH3:14].C[O-].[Na+]. (4) Given the product [C:1]([C:3]1[CH:4]=[C:5]([CH2:9][C:10]([O:12][CH3:18])=[O:11])[CH:6]=[CH:7][CH:8]=1)#[N:2], predict the reactants needed to synthesize it. The reactants are: [C:1]([C:3]1[CH:4]=[C:5]([CH2:9][C:10]([OH:12])=[O:11])[CH:6]=[CH:7][CH:8]=1)#[N:2].S(=O)(=O)(O)O.[CH3:18]O. (5) Given the product [Cl:1][C:2]1[C:3]([O:12][C:13]2[CH:18]=[C:17]([O:19][CH:20]([CH3:21])[CH3:22])[CH:16]=[CH:15][C:14]=2[CH2:23][CH2:24][CH2:25][O:26][C:28]2[C:33]([O:34][CH3:35])=[CH:32][CH:31]=[CH:30][C:29]=2[CH2:36][C:37]([OH:39])=[O:38])=[N:4][CH:5]=[C:6]([C:8]([F:11])([F:10])[F:9])[CH:7]=1, predict the reactants needed to synthesize it. The reactants are: [Cl:1][C:2]1[C:3]([O:12][C:13]2[CH:18]=[C:17]([O:19][CH:20]([CH3:22])[CH3:21])[CH:16]=[CH:15][C:14]=2[CH2:23][CH2:24][CH2:25][OH:26])=[N:4][CH:5]=[C:6]([C:8]([F:11])([F:10])[F:9])[CH:7]=1.O[C:28]1[C:33]([O:34][CH3:35])=[CH:32][CH:31]=[CH:30][C:29]=1[CH2:36][C:37]([O:39]C)=[O:38].C(P(CCCC)CCCC)CCC.N(C(N1CCCCC1)=O)=NC(N1CCCCC1)=O.O1CCCC1CO.[OH-].[Na+].Cl. (6) Given the product [Cl:1][C:2]1[N:3]=[N:4][C:5]([N:24]2[CH2:29][CH2:28][O:27][CH2:26][CH2:25]2)=[CH:6][C:7]=1[C:8]1[CH:13]=[CH:12][CH:11]=[CH:10][CH:9]=1, predict the reactants needed to synthesize it. The reactants are: [Cl:1][C:2]1[N:3]=[N:4][C:5](Cl)=[CH:6][C:7]=1[C:8]1[CH:13]=[CH:12][CH:11]=[CH:10][CH:9]=1.C(N(C(C)C)CC)(C)C.[NH:24]1[CH2:29][CH2:28][O:27][CH2:26][CH2:25]1. (7) Given the product [CH3:32][O:31][C:28]1[CH:29]=[C:30]2[C:25](=[CH:26][C:27]=1[O:33][CH3:34])[N:24]=[CH:23][CH:22]=[C:21]2[O:20][C:17]1[CH:18]=[CH:19][C:14]([N:12]2[CH2:13][CH:9]([CH:1]([OH:8])[C:2]3[CH:7]=[CH:6][CH:5]=[CH:4][CH:3]=3)[CH2:10][C:11]2=[O:36])=[CH:15][C:16]=1[F:35], predict the reactants needed to synthesize it. The reactants are: [C:1]([CH:9]1[CH2:13][N:12]([C:14]2[CH:19]=[CH:18][C:17]([O:20][C:21]3[C:30]4[C:25](=[CH:26][C:27]([O:33][CH3:34])=[C:28]([O:31][CH3:32])[CH:29]=4)[N:24]=[CH:23][CH:22]=3)=[C:16]([F:35])[CH:15]=2)[C:11](=[O:36])[CH2:10]1)(=[O:8])[C:2]1[CH:7]=[CH:6][CH:5]=[CH:4][CH:3]=1.[BH4-].[Na+]. (8) Given the product [F:33][C:34]1[CH:39]=[CH:38][C:37]([C:25]2[C:26]([CH3:28])=[CH:27][C:22]([O:21][CH:14]([C:11]3[CH:10]=[CH:9][C:8]([C:7]([NH:6][CH2:5][CH2:4][C:3]([OH:2])=[O:32])=[O:31])=[CH:13][CH:12]=3)[CH2:15][CH2:16][CH2:17][CH2:18][CH2:19][CH3:20])=[CH:23][C:24]=2[CH3:30])=[C:36]([CH3:43])[CH:35]=1, predict the reactants needed to synthesize it. The reactants are: C[O:2][C:3](=[O:32])[CH2:4][CH2:5][NH:6][C:7](=[O:31])[C:8]1[CH:13]=[CH:12][C:11]([CH:14]([O:21][C:22]2[CH:27]=[C:26]([CH3:28])[C:25](Br)=[C:24]([CH3:30])[CH:23]=2)[CH2:15][CH2:16][CH2:17][CH2:18][CH2:19][CH3:20])=[CH:10][CH:9]=1.[F:33][C:34]1[CH:39]=[CH:38][C:37](B(O)O)=[C:36]([CH3:43])[CH:35]=1. (9) Given the product [NH2:31][C:19]1[N:18]=[C:17]([NH:16][CH2:15][CH2:14][CH2:13][NH:12][C:9](=[O:10])[NH:8][C:5]2[CH:6]=[CH:7][C:2]([F:1])=[C:3]([F:11])[CH:4]=2)[CH:22]=[C:21]([C:23]2[CH:28]=[CH:27][CH:26]=[C:25]([CH3:29])[C:24]=2[CH3:30])[N:20]=1, predict the reactants needed to synthesize it. The reactants are: [F:1][C:2]1[CH:7]=[CH:6][C:5]([N:8]=[C:9]=[O:10])=[CH:4][C:3]=1[F:11].[NH2:12][CH2:13][CH2:14][CH2:15][NH:16][C:17]1[CH:22]=[C:21]([C:23]2[CH:28]=[CH:27][CH:26]=[C:25]([CH3:29])[C:24]=2[CH3:30])[N:20]=[C:19]([NH2:31])[N:18]=1. (10) Given the product [F:1][C:2]1[C:3]([N:26]([CH3:39])[C@@H:27]([CH:33]([CH3:35])[CH3:34])[CH2:28][C:29]([O:31][CH3:32])=[O:30])=[N:4][C:5]([C:8]2[CH:12]=[C:11]([C:13]3[CH:17]=[CH:16][O:15][N:14]=3)[N:10]([CH2:18][C:19]3[CH:24]=[CH:23][CH:22]=[CH:21][C:20]=3[F:25])[N:9]=2)=[N:6][CH:7]=1, predict the reactants needed to synthesize it. The reactants are: [F:1][C:2]1[C:3]([NH:26][C@@H:27]([CH:33]([CH3:35])[CH3:34])[CH2:28][C:29]([O:31][CH3:32])=[O:30])=[N:4][C:5]([C:8]2[CH:12]=[C:11]([C:13]3[CH:17]=[CH:16][O:15][N:14]=3)[N:10]([CH2:18][C:19]3[CH:24]=[CH:23][CH:22]=[CH:21][C:20]=3[F:25])[N:9]=2)=[N:6][CH:7]=1.[H-].[Na+].I[CH3:39].